From a dataset of Catalyst prediction with 721,799 reactions and 888 catalyst types from USPTO. Predict which catalyst facilitates the given reaction. Reactant: [NH2:1][C:2]1[C:3]2[CH:14]=[C:13]([Br:15])[CH:12]=[CH:11][C:4]=2[S:5][C:6]=1[C:7]([O:9][CH3:10])=[O:8].[Cl:16][CH2:17][C:18]#[N:19]. Product: [NH2:19][C:18](=[N:1][C:2]1[C:3]2[CH:14]=[C:13]([Br:15])[CH:12]=[CH:11][C:4]=2[S:5][C:6]=1[C:7]([O:9][CH3:10])=[O:8])[CH2:17][Cl:16]. The catalyst class is: 89.